This data is from Forward reaction prediction with 1.9M reactions from USPTO patents (1976-2016). The task is: Predict the product of the given reaction. (1) Given the reactants [Cl:1][C:2]1[CH:38]=[CH:37][C:5]([O:6][CH2:7][C:8]([N:10]2[CH2:15][CH2:14][N:13]([C:16]3[C:17]4[CH:29]=[C:28]([C:30]5[CH:35]=[CH:34][C:33]([F:36])=[CH:32][CH:31]=5)[S:27][C:18]=4[N:19]=[C:20]([C:22]([O:24]CC)=O)[N:21]=3)[CH2:12][CH2:11]2)=[O:9])=[CH:4][CH:3]=1.[NH3:39], predict the reaction product. The product is: [Cl:1][C:2]1[CH:3]=[CH:4][C:5]([O:6][CH2:7][C:8]([N:10]2[CH2:15][CH2:14][N:13]([C:16]3[C:17]4[CH:29]=[C:28]([C:30]5[CH:35]=[CH:34][C:33]([F:36])=[CH:32][CH:31]=5)[S:27][C:18]=4[N:19]=[C:20]([C:22]([NH2:39])=[O:24])[N:21]=3)[CH2:12][CH2:11]2)=[O:9])=[CH:37][CH:38]=1. (2) Given the reactants [O:1]=[C:2]1[C:6]([C:13]2[CH:18]=[CH:17][CH:16]=[CH:15][CH:14]=2)([C:7]2[CH:12]=[CH:11][CH:10]=[CH:9][CH:8]=2)[CH2:5][CH2:4][N:3]1[CH2:19][C:20]([OH:22])=O.FC1C=CC(C2(C3C=CC(F)=CC=3)CCN(CC(O)=O)C2=O)=CC=1.O[NH:48]/[C:49](=[N:60]\[H])/[C:50]1[CH:55]=[C:54]([C:56]([F:59])([F:58])[F:57])[CH:53]=[N:52][CH:51]=1.ON/C(=N\[H])/C1C=CC(C(F)(F)F)=CC=1, predict the reaction product. The product is: [C:7]1([C:6]2([C:13]3[CH:18]=[CH:17][CH:16]=[CH:15][CH:14]=3)[CH2:5][CH2:4][N:3]([CH2:19][C:20]3[O:22][N:60]=[C:49]([C:50]4[CH:51]=[N:52][CH:53]=[C:54]([C:56]([F:59])([F:57])[F:58])[CH:55]=4)[N:48]=3)[C:2]2=[O:1])[CH:12]=[CH:11][CH:10]=[CH:9][CH:8]=1. (3) Given the reactants [CH3:1][C:2]1[CH:3]=[C:4]([OH:9])[CH:5]=[C:6]([CH3:8])[CH:7]=1.CC([O-])(C)C.[K+].C1COCC1.ClC1C=CC=CC=1OCCC(O)=O.[C:34](#[N:37])[CH:35]=[CH2:36], predict the reaction product. The product is: [CH3:1][C:2]1[CH:3]=[C:4]([CH:5]=[C:6]([CH3:8])[CH:7]=1)[O:9][CH2:36][CH2:35][C:34]#[N:37]. (4) Given the reactants [OH:1][CH:2]([C:34]1[CH:39]=[CH:38][CH:37]=[CH:36][CH:35]=1)[CH2:3][O:4][C:5]1[CH:10]=[CH:9][C:8]([CH:11]([C:21]([NH:23][C:24]2[CH:25]=[C:26]3[C:31](=[CH:32][CH:33]=2)[CH:30]=[N:29][CH:28]=[CH:27]3)=[O:22])[CH2:12][NH:13]C(=O)OC(C)(C)C)=[CH:7][CH:6]=1.[ClH:40], predict the reaction product. The product is: [ClH:40].[ClH:40].[NH2:13][CH2:12][CH:11]([C:8]1[CH:9]=[CH:10][C:5]([O:4][CH2:3][CH:2]([OH:1])[C:34]2[CH:39]=[CH:38][CH:37]=[CH:36][CH:35]=2)=[CH:6][CH:7]=1)[C:21]([NH:23][C:24]1[CH:25]=[C:26]2[C:31](=[CH:32][CH:33]=1)[CH:30]=[N:29][CH:28]=[CH:27]2)=[O:22]. (5) Given the reactants [OH:1][C:2]1[CH:7]=[CH:6][C:5](/[CH:8]=[CH:9]/[C:10]([OH:12])=[O:11])=[CH:4][C:3]=1[O:13][CH3:14].CO.[OH-].[K+:18], predict the reaction product. The product is: [OH:1][C:2]1[CH:7]=[CH:6][C:5](/[CH:8]=[CH:9]/[C:10]([O-:12])=[O:11])=[CH:4][C:3]=1[O:13][CH3:14].[K+:18]. (6) Given the reactants [OH:1][C:2]1[CH:16]=[CH:15][C:5]([C:6]([C:8]2[CH:13]=[CH:12][C:11]([OH:14])=[CH:10][CH:9]=2)=O)=[CH:4][CH:3]=1.Cl.[N+:18]([C:21]1[CH:22]=[C:23]([NH:27][NH2:28])[CH:24]=[CH:25][CH:26]=1)([O-:20])=[O:19].S(=O)(=O)(O)O, predict the reaction product. The product is: [OH:1][C:2]1[CH:16]=[CH:15][C:5]([C:6](=[N:28][NH:27][C:23]2[CH:24]=[CH:25][CH:26]=[C:21]([N+:18]([O-:20])=[O:19])[CH:22]=2)[C:8]2[CH:13]=[CH:12][C:11]([OH:14])=[CH:10][CH:9]=2)=[CH:4][CH:3]=1. (7) Given the reactants Br[CH:2]1[CH:9]2[CH2:10][CH:5]3[CH2:6][CH:7]([CH2:11][C:3]1(Br)[CH2:4]3)[CH2:8]2.[CH2:13]=[CH:14][C:15]1[CH:20]=[CH:19][CH:18]=[CH:17][CH:16]=1, predict the reaction product. The product is: [CH:13]([CH:2]1[CH:9]2[CH2:10][CH:5]3[CH2:6][CH:7]([CH2:11][C:3]1([CH:7]=[CH:11][C:3]1[CH:4]=[CH:5][CH:10]=[CH:9][CH:2]=1)[CH2:4]3)[CH2:8]2)=[CH:14][C:15]1[CH:20]=[CH:19][CH:18]=[CH:17][CH:16]=1. (8) Given the reactants F[C:2]1[CH:7]=[CH:6][CH:5]=[C:4]([S:8]([CH2:11][CH2:12][CH3:13])(=[O:10])=[O:9])[CH:3]=1.[Cl:14][C:15]1[C:23]2[N:22]=[C:21]([CH3:24])[N:20]([C:25]3[CH:26]=[C:27]([OH:31])[CH:28]=[CH:29][CH:30]=3)[C:19]=2[CH:18]=[CH:17][CH:16]=1, predict the reaction product. The product is: [Cl:14][C:15]1[C:23]2[N:22]=[C:21]([CH3:24])[N:20]([C:25]3[CH:30]=[CH:29][CH:28]=[C:27]([O:31][C:2]4[CH:7]=[CH:6][CH:5]=[C:4]([S:8]([CH2:11][CH2:12][CH3:13])(=[O:10])=[O:9])[CH:3]=4)[CH:26]=3)[C:19]=2[CH:18]=[CH:17][CH:16]=1. (9) Given the reactants [CH2:1]([NH:3][C:4]1[CH:9]=[C:8]([O:10][CH3:11])[CH:7]=[CH:6][C:5]=1[CH:12]1[CH2:21][CH2:20][C:19]2[C:14](=[CH:15][CH:16]=[C:17]([O:22][CH3:23])[CH:18]=2)[CH2:13]1)[CH3:2].[Cl:24][CH2:25][C:26](Cl)=[O:27], predict the reaction product. The product is: [Cl:24][CH2:25][C:26]([N:3]([CH2:1][CH3:2])[C:4]1[CH:9]=[C:8]([O:10][CH3:11])[CH:7]=[CH:6][C:5]=1[CH:12]1[CH2:21][CH2:20][C:19]2[C:14](=[CH:15][CH:16]=[C:17]([O:22][CH3:23])[CH:18]=2)[CH2:13]1)=[O:27]. (10) Given the reactants Br[C:2]1[CH:3]=[C:4]([N:9]2[CH2:14][CH2:13][CH2:12][NH:11][C:10]2=[O:15])[C:5]([CH3:8])=[N:6][CH:7]=1.CC1(C)C(C)(C)OB([C:24]2[CH:29]=[CH:28][N:27]=[C:26]([NH:30][C:31](=[O:33])[CH3:32])[CH:25]=2)O1.C(=O)([O-])[O-].[Na+].[Na+], predict the reaction product. The product is: [CH3:8][C:5]1[N:6]=[CH:7][C:2]([C:24]2[CH:29]=[CH:28][N:27]=[C:26]([NH:30][C:31](=[O:33])[CH3:32])[CH:25]=2)=[CH:3][C:4]=1[N:9]1[CH2:14][CH2:13][CH2:12][NH:11][C:10]1=[O:15].